Dataset: Forward reaction prediction with 1.9M reactions from USPTO patents (1976-2016). Task: Predict the product of the given reaction. (1) Given the reactants Cl.[C:2]([C:4]1([CH3:8])[CH2:7][NH:6][CH2:5]1)#[N:3].N1CCCC1.CC(O[C:19]([NH:21][C@@H:22]([C:26]([OH:28])=O)[CH:23]1[CH2:25][CH2:24]1)=[O:20])(C)C.C(N[C@@H](C(O)=O)C(C)(C)C)(OC(C)(C)C)=O.[CH3:45][N:46]1[CH:50]=[C:49]([C:51]2[N:56]=[C:55]3[C:57](C(O)=O)=[CH:58][N:59](COCC[Si](C)(C)C)[C:54]3=[N:53][CH:52]=2)[CH:48]=[N:47]1.C1(C2N=C3C(C(O)=O)=CN(COCC[Si](C)(C)C)C3=NC=2)CC1.FC(F)(F)CO, predict the reaction product. The product is: [C:2]([C:4]1([CH3:8])[CH2:7][N:6]([C:26](=[O:28])[C@H:22]([NH:21][C:19]([C:57]2[C:55]3[C:54](=[N:53][CH:52]=[C:51]([C:49]4[CH:48]=[N:47][N:46]([CH3:45])[CH:50]=4)[N:56]=3)[NH:59][CH:58]=2)=[O:20])[CH:23]2[CH2:24][CH2:25]2)[CH2:5]1)#[N:3]. (2) Given the reactants [CH:1]1([CH:7](O)[CH:8]=[CH2:9])[CH2:6][CH2:5][CH2:4][CH2:3][CH2:2]1.C=CCCC=C.S(Br)([Br:19])=O, predict the reaction product. The product is: [Br:19][CH2:9]/[CH:8]=[CH:7]/[CH:1]1[CH2:6][CH2:5][CH2:4][CH2:3][CH2:2]1. (3) Given the reactants N[C:2]1[CH:10]=[C:9]2[C:5]([C:6]([C:19]3[N:23]([CH2:24][O:25][CH2:26][CH2:27][Si:28]([CH3:31])([CH3:30])[CH3:29])[C:22]4[CH:32]=[CH:33][CH:34]=[CH:35][C:21]=4[N:20]=3)=[N:7][N:8]2[CH2:11][O:12][CH2:13][CH2:14][Si:15]([CH3:18])([CH3:17])[CH3:16])=[CH:4][CH:3]=1.Cl.[N+]([O-])([O-])=O.[Na+].[I-:42].[K+], predict the reaction product. The product is: [I:42][C:2]1[CH:10]=[C:9]2[C:5]([C:6]([C:19]3[N:23]([CH2:24][O:25][CH2:26][CH2:27][Si:28]([CH3:31])([CH3:30])[CH3:29])[C:22]4[CH:32]=[CH:33][CH:34]=[CH:35][C:21]=4[N:20]=3)=[N:7][N:8]2[CH2:11][O:12][CH2:13][CH2:14][Si:15]([CH3:18])([CH3:17])[CH3:16])=[CH:4][CH:3]=1.